Dataset: Catalyst prediction with 721,799 reactions and 888 catalyst types from USPTO. Task: Predict which catalyst facilitates the given reaction. (1) Reactant: [OH:1][NH:2][C:3](=[NH:10])[C:4]1[CH:9]=[CH:8][CH:7]=[CH:6][N:5]=1.[Cl:11][CH2:12][C:13](Cl)=O.C(N(C(C)C)CC)(C)C. Product: [Cl:11][CH2:12][C:13]1[O:1][N:2]=[C:3]([C:4]2[CH:9]=[CH:8][CH:7]=[CH:6][N:5]=2)[N:10]=1. The catalyst class is: 2. (2) Reactant: [NH:1]1[C:9]2[C:4](=[CH:5][CH:6]=[CH:7][CH:8]=2)[C:3](/[CH:10]=[C:11]2\[O:12][C:13]3[C:20]([CH2:21][N:22]4[CH2:27][CH2:26][N:25](C(OC(C)(C)C)=O)[CH2:24][CH2:23]4)=[C:19]([O:35][CH2:36][CH2:37][O:38][C:39]4[CH:44]=[CH:43][CH:42]=[CH:41][CH:40]=4)[CH:18]=[CH:17][C:14]=3[C:15]\2=[O:16])=[N:2]1.FC(F)(F)C(O)=O. Product: [NH:1]1[C:9]2[C:4](=[CH:5][CH:6]=[CH:7][CH:8]=2)[C:3](/[CH:10]=[C:11]2\[O:12][C:13]3[C:20]([CH2:21][N:22]4[CH2:23][CH2:24][NH:25][CH2:26][CH2:27]4)=[C:19]([O:35][CH2:36][CH2:37][O:38][C:39]4[CH:40]=[CH:41][CH:42]=[CH:43][CH:44]=4)[CH:18]=[CH:17][C:14]=3[C:15]\2=[O:16])=[N:2]1. The catalyst class is: 2. (3) Reactant: [O:1]1[C:6]2[CH:7]=[CH:8][C:9]([CH2:11][N:12]([CH:20]3[CH2:25][CH2:24][N:23]([CH2:26][CH2:27][N:28]4[C:37]5[C:32](=[CH:33][CH:34]=[CH:35][CH:36]=5)[C:31]([C:38]([O:40][CH3:41])=[O:39])=[CH:30][C:29]4=[O:42])[CH2:22][CH2:21]3)C(=O)OC(C)(C)C)=[CH:10][C:5]=2[O:4][CH2:3][CH2:2]1.[ClH:43].C(OCC)(=O)C. Product: [ClH:43].[O:1]1[C:6]2[CH:7]=[CH:8][C:9]([CH2:11][NH:12][CH:20]3[CH2:25][CH2:24][N:23]([CH2:26][CH2:27][N:28]4[C:37]5[C:32](=[CH:33][CH:34]=[CH:35][CH:36]=5)[C:31]([C:38]([O:40][CH3:41])=[O:39])=[CH:30][C:29]4=[O:42])[CH2:22][CH2:21]3)=[CH:10][C:5]=2[O:4][CH2:3][CH2:2]1. The catalyst class is: 13.